Dataset: Peptide-MHC class I binding affinity with 185,985 pairs from IEDB/IMGT. Task: Regression. Given a peptide amino acid sequence and an MHC pseudo amino acid sequence, predict their binding affinity value. This is MHC class I binding data. (1) The peptide sequence is KVGNFTGLY. The MHC is Patr-B0101 with pseudo-sequence Patr-B0101. The binding affinity (normalized) is 0.216. (2) The peptide sequence is LTDFGLSKI. The MHC is HLA-A03:01 with pseudo-sequence HLA-A03:01. The binding affinity (normalized) is 0.138. (3) The peptide sequence is AILAGEHKC. The MHC is HLA-B39:01 with pseudo-sequence HLA-B39:01. The binding affinity (normalized) is 0.0847. (4) The peptide sequence is SLICGAALY. The MHC is HLA-A30:01 with pseudo-sequence HLA-A30:01. The binding affinity (normalized) is 0.324. (5) The peptide sequence is VVDFSQFSR. The MHC is HLA-A68:01 with pseudo-sequence HLA-A68:01. The binding affinity (normalized) is 0.467.